This data is from Forward reaction prediction with 1.9M reactions from USPTO patents (1976-2016). The task is: Predict the product of the given reaction. (1) The product is: [N:2]1[NH:20][N:21]=[N:22][C:1]=1[C@H:3]1[CH2:4][CH2:5][C@H:6]([CH2:9][NH:10][C:11](=[O:17])[O:12][C:13]([CH3:14])([CH3:16])[CH3:15])[CH2:7][CH2:8]1. Given the reactants [C:1]([C@H:3]1[CH2:8][CH2:7][C@H:6]([CH2:9][NH:10][C:11](=[O:17])[O:12][C:13]([CH3:16])([CH3:15])[CH3:14])[CH2:5][CH2:4]1)#[N:2].[Cl-].[NH4+].[N-:20]=[N+:21]=[N-:22].[Na+], predict the reaction product. (2) Given the reactants [F:1][C:2]1[CH:3]=[C:4]([N:9]2[CH2:13][C@H:12]([CH2:14][OH:15])[O:11][C:10]2=[O:16])[CH:5]=[CH:6][C:7]=1I.C[Sn](C)(C)[C:19]1[S:23][C:22]([C:24]2[CH2:28][CH:27]([CH2:29][OH:30])[O:26][N:25]=2)=[CH:21][CH:20]=1.O1C=CC=C1P(C1OC=CC=1)C1OC=CC=1, predict the reaction product. The product is: [F:1][C:2]1[CH:3]=[C:4]([N:9]2[CH2:13][C@H:12]([CH2:14][OH:15])[O:11][C:10]2=[O:16])[CH:5]=[CH:6][C:7]=1[C:19]1[S:23][C:22]([C:24]2[CH2:28][CH:27]([CH2:29][OH:30])[O:26][N:25]=2)=[CH:21][CH:20]=1. (3) Given the reactants Br[C:2]1[CH:3]=[C:4]2[C:8](=[CH:9][CH:10]=1)[N:7]([CH3:11])[C:6]([C:12]1[CH:17]=[CH:16][C:15]([Cl:18])=[CH:14][CH:13]=1)=[C:5]2[CH2:19][CH2:20][C:21]([N:23]1[CH2:28][CH2:27][C:26]([CH2:30][C:31]2[CH:36]=[CH:35][CH:34]=[CH:33][CH:32]=2)([OH:29])[CH2:25][CH2:24]1)=[O:22].[NH:37]1[CH2:42][CH2:41][O:40][CH2:39][CH2:38]1.CC(C)([O-])C.[Na+], predict the reaction product. The product is: [Cl:18][C:15]1[CH:14]=[CH:13][C:12]([C:6]2[N:7]([CH3:11])[C:8]3[C:4]([C:5]=2[CH2:19][CH2:20][C:21]([N:23]2[CH2:24][CH2:25][C:26]([CH2:30][C:31]4[CH:32]=[CH:33][CH:34]=[CH:35][CH:36]=4)([OH:29])[CH2:27][CH2:28]2)=[O:22])=[CH:3][C:2]([N:37]2[CH2:42][CH2:41][O:40][CH2:39][CH2:38]2)=[CH:10][CH:9]=3)=[CH:17][CH:16]=1. (4) Given the reactants Cl[C:2]1[C:3]([NH:16][CH2:17][CH:18]2[CH2:23][CH2:22][O:21][CH2:20][CH2:19]2)=[N:4][C:5]([C:8]2[C:13]([Cl:14])=[CH:12][N:11]=[C:10]([F:15])[CH:9]=2)=[CH:6][N:7]=1.[C:24]([Cu])#[N:25].[O:27]1CCOCC1, predict the reaction product. The product is: [Cl:14][C:13]1[C:8]([C:5]2[N:4]=[C:3]([NH:16][CH2:17][CH:18]3[CH2:23][CH2:22][O:21][CH2:20][CH2:19]3)[C:2]([C:24]([NH2:25])=[O:27])=[N:7][CH:6]=2)=[CH:9][C:10]([F:15])=[N:11][CH:12]=1.